Dataset: Forward reaction prediction with 1.9M reactions from USPTO patents (1976-2016). Task: Predict the product of the given reaction. (1) Given the reactants C([N:8]1[CH2:13][C:12]([CH2:14][CH2:15][O:16][Si:17]([C:20]([CH3:23])([CH3:22])[CH3:21])([CH3:19])[CH3:18])=[CH:11][CH2:10][CH2:9]1)C1C=CC=CC=1.Cl[C:25]([O:27][CH2:28][C:29]1[CH:34]=[CH:33][CH:32]=[CH:31][CH:30]=1)=[O:26], predict the reaction product. The product is: [CH2:28]([O:27][C:25]([N:8]1[CH2:13][C:12]([CH2:14][CH2:15][O:16][Si:17]([C:20]([CH3:23])([CH3:22])[CH3:21])([CH3:19])[CH3:18])=[CH:11][CH2:10][CH2:9]1)=[O:26])[C:29]1[CH:34]=[CH:33][CH:32]=[CH:31][CH:30]=1. (2) Given the reactants [C:1]([C:3]1[CH:8]=[CH:7][C:6]([CH:9]2[CH2:11][CH2:10]2)=[CH:5][N:4]=1)#[N:2], predict the reaction product. The product is: [CH:9]1([C:6]2[CH:7]=[CH:8][C:3]([CH2:1][NH2:2])=[N:4][CH:5]=2)[CH2:11][CH2:10]1.